Predict the product of the given reaction. From a dataset of Forward reaction prediction with 1.9M reactions from USPTO patents (1976-2016). Given the reactants C[Si](C)(C)CCOCOCC1N=C(C2OC(C(O)(C)C)=NN=2)SC=1.C[Si](C)(C)CCOC[O:31][CH2:32][C:33]1[N:34]=[C:35]([C:38]2[CH:42]=[C:41]([C:43]([OH:46])([CH3:45])[CH3:44])[O:40][N:39]=2)[S:36][CH:37]=1, predict the reaction product. The product is: [OH:31][CH2:32][C:33]1[N:34]=[C:35]([C:38]2[CH:42]=[C:41]([C:43]([OH:46])([CH3:44])[CH3:45])[O:40][N:39]=2)[S:36][CH:37]=1.